This data is from TCR-epitope binding with 47,182 pairs between 192 epitopes and 23,139 TCRs. The task is: Binary Classification. Given a T-cell receptor sequence (or CDR3 region) and an epitope sequence, predict whether binding occurs between them. (1) The TCR CDR3 sequence is CATTGGRRDRGRDEQYF. The epitope is GTSGSPIVNR. Result: 0 (the TCR does not bind to the epitope). (2) The epitope is ILGLPTQTV. The TCR CDR3 sequence is CASSYPGITEAFF. Result: 1 (the TCR binds to the epitope).